From a dataset of Catalyst prediction with 721,799 reactions and 888 catalyst types from USPTO. Predict which catalyst facilitates the given reaction. (1) Reactant: [CH:1]([N:4]1[C:12]2[C:7](=[CH:8][CH:9]=[CH:10][CH:11]=2)[C:6]([C:13]([O:15]C)=[O:14])=[CH:5]1)([CH3:3])[CH3:2].[OH-].[Na+].Cl. The catalyst class is: 1. Product: [CH:1]([N:4]1[C:12]2[C:7](=[CH:8][CH:9]=[CH:10][CH:11]=2)[C:6]([C:13]([OH:15])=[O:14])=[CH:5]1)([CH3:3])[CH3:2]. (2) Reactant: [C:1]([C:3]1[CH:11]=[CH:10][C:6]([C:7]([OH:9])=[O:8])=[C:5]([F:12])[CH:4]=1)#[N:2].[C:13](=O)([O-])[O-].[K+].[K+].S(OC)(OC)(=O)=O.O. Product: [C:1]([C:3]1[CH:11]=[CH:10][C:6]([C:7]([O:9][CH3:13])=[O:8])=[C:5]([F:12])[CH:4]=1)#[N:2]. The catalyst class is: 21. (3) Reactant: [Si]([O:8][C@H:9]([C:23]1[CH:32]=[CH:31][C:30]([OH:33])=[C:29]2[C:24]=1[CH:25]=[CH:26][C:27](=[O:34])[NH:28]2)[CH2:10][NH:11][CH:12]1[CH2:17][CH2:16][N:15]([CH2:18][CH2:19][C:20]([OH:22])=O)[CH2:14][CH2:13]1)(C(C)(C)C)(C)C.C[N:36](C(ON1N=NC2C=CC=NC1=2)=[N+](C)C)C.F[P-](F)(F)(F)(F)F.C(N(CC)CC)C.[CH3:66][C:67]1[CH:74]=[CH:73][C:72]([CH3:75])=[CH:71][C:68]=1[CH2:69]N. Product: [CH3:66][C:67]1[CH:74]=[CH:73][C:72]([CH3:75])=[CH:71][C:68]=1[CH2:69][CH:19]([CH2:18][N:15]1[CH2:16][CH2:17][CH:12]([NH:11][CH2:10][C@H:9]([OH:8])[C:23]2[CH:32]=[CH:31][C:30]([OH:33])=[C:29]3[C:24]=2[CH:25]=[CH:26][C:27](=[O:34])[NH:28]3)[CH2:13][CH2:14]1)[C:20]([NH2:36])=[O:22]. The catalyst class is: 3.